From a dataset of Reaction yield outcomes from USPTO patents with 853,638 reactions. Predict the reaction yield, written as a fraction of the theoretical maximum amount of product (1.0 means a 100% yield; for example, 0.34 means a 34% yield). (1) The reactants are [C:1]([C:4]1[CH:5]=[CH:6][C:7]([O:13][CH2:14][C:15]2[CH:20]=[CH:19][CH:18]=[CH:17][CH:16]=2)=[C:8]([CH:12]=1)[C:9]([OH:11])=O)(=[O:3])[CH3:2].[F:21][C:22]([F:35])([F:34])[C:23]1[CH:24]=[C:25]([CH:27]=[C:28]([C:30]([F:33])([F:32])[F:31])[CH:29]=1)[NH2:26]. No catalyst specified. The product is [C:1]([C:4]1[CH:5]=[CH:6][C:7]([O:13][CH2:14][C:15]2[CH:20]=[CH:19][CH:18]=[CH:17][CH:16]=2)=[C:8]([CH:12]=1)[C:9]([NH:26][C:25]1[CH:27]=[C:28]([C:30]([F:31])([F:32])[F:33])[CH:29]=[C:23]([C:22]([F:21])([F:34])[F:35])[CH:24]=1)=[O:11])(=[O:3])[CH3:2]. The yield is 0.631. (2) The reactants are [Br:1][C:2]1[CH:31]=[CH:30][C:5]([CH2:6][N:7]2[CH2:11][CH2:10][C:9]3([CH2:16][CH2:15][N:14]([CH2:17][CH:18]4[CH:22]([C:23]5[CH:28]=[CH:27][CH:26]=[CH:25][CH:24]=5)[CH2:21][NH:20][CH2:19]4)[CH2:13][CH2:12]3)[C:8]2=[O:29])=[CH:4][CH:3]=1.[CH:32](=O)[C:33]1[CH:38]=[CH:37][CH:36]=[CH:35][CH:34]=1.C(O[BH-](OC(=O)C)OC(=O)C)(=O)C.[Cl:53]CCCl. No catalyst specified. The product is [ClH:53].[ClH:53].[CH2:32]([N:20]1[CH2:21][CH:22]([C:23]2[CH:28]=[CH:27][CH:26]=[CH:25][CH:24]=2)[CH:18]([CH2:17][N:14]2[CH2:13][CH2:12][C:9]3([C:8](=[O:29])[N:7]([CH2:6][C:5]4[CH:4]=[CH:3][C:2]([Br:1])=[CH:31][CH:30]=4)[CH2:11][CH2:10]3)[CH2:16][CH2:15]2)[CH2:19]1)[C:33]1[CH:38]=[CH:37][CH:36]=[CH:35][CH:34]=1. The yield is 0.395. (3) The reactants are [H-].[Na+].[F:3][C:4]1[CH:9]=[CH:8][C:7]([CH:10]([C:15]2[CH:20]=[C:19]([O:21][C:22]([F:27])([F:26])[CH:23]([F:25])[F:24])[CH:18]=[C:17]([F:28])[CH:16]=2)[C:11]([O:13][CH3:14])=[O:12])=[CH:6][C:5]=1[C:29]([F:32])([F:31])[F:30].[Br:33][C:34]1[CH:41]=[CH:40][C:37]([CH2:38]Br)=[CH:36][CH:35]=1. The catalyst is CN(C=O)C. The product is [Br:33][C:34]1[CH:41]=[CH:40][C:37]([CH2:38][C:10]([C:7]2[CH:8]=[CH:9][C:4]([F:3])=[C:5]([C:29]([F:32])([F:30])[F:31])[CH:6]=2)([C:15]2[CH:20]=[C:19]([O:21][C:22]([F:26])([F:27])[CH:23]([F:24])[F:25])[CH:18]=[C:17]([F:28])[CH:16]=2)[C:11]([O:13][CH3:14])=[O:12])=[CH:36][CH:35]=1. The yield is 1.00. (4) The reactants are C(OC1C=C(C=CC=1)CN(C1C=CC(C#N)=CC=1)N1C=NN=C1)C1C=CC=CC=1.[H-].[Na+].[C:32]([C:34]1[CH:39]=[CH:38][C:37]([NH:40][N:41]2[CH:45]=[N:44][N:43]=[CH:42]2)=[CH:36][CH:35]=1)#[N:33].[Br:46][C:47]1[CH:54]=[CH:53][C:50]([CH2:51]Br)=[CH:49][C:48]=1[O:55][CH:56]1[CH2:61][CH2:60][CH2:59][CH2:58][O:57]1. The catalyst is CN(C=O)C.CCOC(C)=O. The product is [O:57]1[CH2:58][CH2:59][CH2:60][CH2:61][CH:56]1[O:55][C:48]1[CH:49]=[C:50]([CH:53]=[CH:54][C:47]=1[Br:46])[CH2:51][N:40]([C:37]1[CH:36]=[CH:35][C:34]([C:32]#[N:33])=[CH:39][CH:38]=1)[N:41]1[CH:42]=[N:43][N:44]=[CH:45]1. The yield is 0.990. (5) The catalyst is ClCCl. The yield is 0.800. The reactants are [Br:1][C:2]1[N:7]=[C:6]2[N:8]([S:14]([C:17]3[CH:22]=[CH:21][CH:20]=[C:19]([F:23])[CH:18]=3)(=[O:16])=[O:15])[CH:9]=[C:10]([CH2:11][NH:12][CH3:13])[C:5]2=[CH:4][CH:3]=1.C(N(CC)CC)C.[C:39](O[C:39]([O:41][C:42]([CH3:45])([CH3:44])[CH3:43])=[O:40])([O:41][C:42]([CH3:45])([CH3:44])[CH3:43])=[O:40].O. The product is [Br:1][C:2]1[N:7]=[C:6]2[N:8]([S:14]([C:17]3[CH:22]=[CH:21][CH:20]=[C:19]([F:23])[CH:18]=3)(=[O:15])=[O:16])[CH:9]=[C:10]([CH2:11][N:12]([CH3:13])[C:39](=[O:40])[O:41][C:42]([CH3:43])([CH3:44])[CH3:45])[C:5]2=[CH:4][CH:3]=1. (6) The reactants are [NH2:1][C@H:2]([C:10]([OH:12])=[O:11])[CH2:3][CH2:4][CH2:5][NH:6][C:7](=[NH:9])[NH2:8].[C:13](Cl)(=[O:25])[CH2:14][CH2:15][CH2:16][CH2:17][CH2:18][CH2:19][CH2:20][CH2:21][CH2:22][CH2:23][CH3:24].Cl.[OH-].[Na+]. The catalyst is C(O)(C)C.O. The product is [C:13]([NH:1][C@H:2]([C:10]([OH:12])=[O:11])[CH2:3][CH2:4][CH2:5][NH:6][C:7](=[NH:8])[NH2:9])(=[O:25])[CH2:14][CH2:15][CH2:16][CH2:17][CH2:18][CH2:19][CH2:20][CH2:21][CH2:22][CH2:23][CH3:24]. The yield is 0.780.